Task: Predict which catalyst facilitates the given reaction.. Dataset: Catalyst prediction with 721,799 reactions and 888 catalyst types from USPTO (1) Reactant: [NH2:1][C:2]1[CH:7]=[CH:6][C:5]([C:8](=[O:10])[CH3:9])=[CH:4][CH:3]=1.F[P-](F)(F)(F)(F)F.N1(OC(N(C)C)=[N+](C)C)C2N=CC=CC=2N=N1.C(N(CC)C(C)C)(C)C.[N:44]1([S:50]([C:53]2[CH:54]=[C:55]([CH:59]=[CH:60][CH:61]=2)[C:56](O)=[O:57])(=[O:52])=[O:51])[CH2:49][CH2:48][CH2:47][CH2:46][CH2:45]1. Product: [C:8]([C:5]1[CH:6]=[CH:7][C:2]([NH:1][C:56](=[O:57])[C:55]2[CH:59]=[CH:60][CH:61]=[C:53]([S:50]([N:44]3[CH2:49][CH2:48][CH2:47][CH2:46][CH2:45]3)(=[O:52])=[O:51])[CH:54]=2)=[CH:3][CH:4]=1)(=[O:10])[CH3:9]. The catalyst class is: 399. (2) Reactant: [Br:1][C:2]1[CH:3]=[C:4]2[C:9](=[CH:10][C:11]=1[F:12])[NH:8][C:7](=[O:13])[N:6]([CH2:14][CH3:15])[C:5]2=[O:16].C(=O)([O-])[O-].[K+].[K+].[CH2:23](I)[CH3:24]. Product: [Br:1][C:2]1[CH:3]=[C:4]2[C:9](=[CH:10][C:11]=1[F:12])[N:8]([CH2:23][CH3:24])[C:7](=[O:13])[N:6]([CH2:14][CH3:15])[C:5]2=[O:16]. The catalyst class is: 3. (3) Reactant: [C:1]([O:5][C:6]([N:8]1[CH2:12][C@@H:11]([NH:13][CH2:14][C:15]2[CH:20]=[CH:19][C:18]([C:21]#[N:22])=[CH:17][CH:16]=2)[CH2:10][C@H:9]1[C:23]([N:25]1[CH2:29][CH2:28][S:27][CH2:26]1)=[O:24])=[O:7])([CH3:4])([CH3:3])[CH3:2].Cl.Cl.[C:32](C1C=CC(CN[C@@H]2CN[C@H](C(N3CCSC3)=O)C2)=CC=1)#N.C=O.C([BH3-])#N.[Na+]. Product: [C:1]([O:5][C:6]([N:8]1[CH2:12][C@@H:11]([N:13]([CH2:14][C:15]2[CH:20]=[CH:19][C:18]([C:21]#[N:22])=[CH:17][CH:16]=2)[CH3:32])[CH2:10][C@H:9]1[C:23]([N:25]1[CH2:29][CH2:28][S:27][CH2:26]1)=[O:24])=[O:7])([CH3:4])([CH3:2])[CH3:3]. The catalyst class is: 477. (4) Reactant: [Cl:1][C:2]1[CH:11]=[N:10][C:5]2[S:6][CH2:7][CH2:8][NH:9][C:4]=2[CH:3]=1.CCN(CC)CC.[C:19](O[C:19]([O:21][C:22]([CH3:25])([CH3:24])[CH3:23])=[O:20])([O:21][C:22]([CH3:25])([CH3:24])[CH3:23])=[O:20]. Product: [Cl:1][C:2]1[CH:11]=[N:10][C:5]2[S:6][CH2:7][CH2:8][N:9]([C:19]([O:21][C:22]([CH3:25])([CH3:24])[CH3:23])=[O:20])[C:4]=2[CH:3]=1. The catalyst class is: 527.